Dataset: Reaction yield outcomes from USPTO patents with 853,638 reactions. Task: Predict the reaction yield, written as a fraction of the theoretical maximum amount of product (1.0 means a 100% yield; for example, 0.34 means a 34% yield). (1) The reactants are [CH3:1][NH:2][S:3]([C:6]1[CH:11]=[CH:10][C:9]([C:12]2[N:17]=[C:16]([NH:18]C(=O)OC(C)(C)C)[CH:15]=[CH:14][CH:13]=2)=[CH:8][CH:7]=1)(=[O:5])=[O:4].[ClH:26].CO. The catalyst is CO. The product is [ClH:26].[NH2:18][C:16]1[N:17]=[C:12]([C:9]2[CH:10]=[CH:11][C:6]([S:3]([NH:2][CH3:1])(=[O:4])=[O:5])=[CH:7][CH:8]=2)[CH:13]=[CH:14][CH:15]=1. The yield is 0.710. (2) The reactants are [NH2:1][C:2]1[C:11]2[C:6](=[C:7](Br)[CH:8]=[CH:9][CH:10]=2)[N:5]=[N:4][C:3]=1[C:13]([NH:15][CH2:16][CH2:17][CH3:18])=[O:14].[CH3:19][O:20][C:21]1[CH:26]=[CH:25][C:24]([Cl:27])=[CH:23][C:22]=1B(O)O. No catalyst specified. The product is [NH2:1][C:2]1[C:11]2[C:6](=[C:7]([C:26]3[CH:25]=[C:24]([Cl:27])[CH:23]=[CH:22][C:21]=3[O:20][CH3:19])[CH:8]=[CH:9][CH:10]=2)[N:5]=[N:4][C:3]=1[C:13]([NH:15][CH2:16][CH2:17][CH3:18])=[O:14]. The yield is 0.770. (3) The reactants are [CH3:1][O:2][C:3]1[CH:4]=[C:5]2[C:13](=[CH:14][CH:15]=1)[NH:12][C:11]1[CH2:10][CH2:9][CH:8]([NH:16][C:17](=[O:21])[CH:18]([CH3:20])[CH3:19])[CH2:7][C:6]2=1.C[Si]([N-][Si](C)(C)C)(C)C.[K+].[Cl:32][C:33]1[CH:40]=[CH:39][CH:38]=[CH:37][C:34]=1[CH2:35]Br. The catalyst is O1CCCC1. The product is [Cl:32][C:33]1[CH:40]=[CH:39][CH:38]=[CH:37][C:34]=1[CH2:35][N:12]1[C:11]2[CH2:10][CH2:9][CH:8]([NH:16][C:17](=[O:21])[CH:18]([CH3:19])[CH3:20])[CH2:7][C:6]=2[C:5]2[C:13]1=[CH:14][CH:15]=[C:3]([O:2][CH3:1])[CH:4]=2. The yield is 0.690. (4) The reactants are [CH3:1][O:2][C:3]1[C:20]([O:21][CH3:22])=[CH:19][C:6]([C:7]([C:9]2[NH:13][N:12]=[N:11][C:10]=2[C:14]([O:16][CH2:17][CH3:18])=[O:15])=[O:8])=[C:5]([N+:23]([O-:25])=[O:24])[CH:4]=1.[OH2:26].[C:27]1([CH3:37])C=CC(S(O)(=O)=O)=CC=1.C=O.Cl[C:41]([O:43][CH2:44]C)=[O:42]. The catalyst is C(Cl)Cl.N1C=CC=CC=1. The product is [CH2:27]([O:42][C:41]([O:43][CH2:44][N:12]1[N:11]=[C:10]([C:14]([O:16][CH2:17][CH3:18])=[O:15])[C:9]([C:7](=[O:8])[C:6]2[CH:19]=[C:20]([O:21][CH3:22])[C:3]([O:2][CH3:1])=[CH:4][C:5]=2[N+:23]([O-:25])=[O:24])=[N:13]1)=[O:26])[CH3:37]. The yield is 0.530. (5) The reactants are FC(F)(F)C(O)=O.[S:8]1[C:12]2[CH:13]=[CH:14][CH:15]=[CH:16][C:11]=2[N:10]=[C:9]1[NH:17][C:18]([N:20]1[C:29]2[C:24](=[CH:25][CH:26]=[C:27]([C:30]3[N:35]=[C:34]([C:36]([O:38]C(C)(C)C)=[O:37])[CH:33]=[CH:32][CH:31]=3)[CH:28]=2)[N:23]([CH3:43])[CH2:22][CH2:21]1)=[O:19]. The catalyst is C(Cl)Cl. The product is [S:8]1[C:12]2[CH:13]=[CH:14][CH:15]=[CH:16][C:11]=2[N:10]=[C:9]1[NH:17][C:18]([N:20]1[C:29]2[C:24](=[CH:25][CH:26]=[C:27]([C:30]3[N:35]=[C:34]([C:36]([OH:38])=[O:37])[CH:33]=[CH:32][CH:31]=3)[CH:28]=2)[N:23]([CH3:43])[CH2:22][CH2:21]1)=[O:19]. The yield is 0.700. (6) The reactants are [CH3:1][O:2][C:3]1[CH:8]=[CH:7][C:6]([C:9]2[N:14]3[N:15]=[C:16](N)[N:17]=[C:13]3[CH:12]=[CH:11][CH:10]=2)=[CH:5][CH:4]=1.C1(C)C=CC(S(O)(=O)=O)=CC=1.[I-:30].[K+].N([O-])=O.[Na+]. The catalyst is C(#N)C.O.C(OCC)(=O)C. The product is [I:30][C:16]1[N:17]=[C:13]2[CH:12]=[CH:11][CH:10]=[C:9]([C:6]3[CH:7]=[CH:8][C:3]([O:2][CH3:1])=[CH:4][CH:5]=3)[N:14]2[N:15]=1. The yield is 0.710.